From a dataset of Full USPTO retrosynthesis dataset with 1.9M reactions from patents (1976-2016). Predict the reactants needed to synthesize the given product. (1) Given the product [Br:12][C:13]1[CH:18]=[CH:17][C:16]([O:19][C:2]2[CH:9]=[CH:8][C:7]([CH:10]=[O:11])=[CH:6][C:3]=2[C:4]#[N:5])=[CH:15][C:14]=1[F:20], predict the reactants needed to synthesize it. The reactants are: F[C:2]1[CH:9]=[CH:8][C:7]([CH:10]=[O:11])=[CH:6][C:3]=1[C:4]#[N:5].[Br:12][C:13]1[CH:18]=[CH:17][C:16]([OH:19])=[CH:15][C:14]=1[F:20]. (2) The reactants are: [CH2:1]([O:3][C:4]([C:6]1[C:15]2[C:14]3=[N:16][N:17]([CH2:19][CH2:20]OS(C)(=O)=O)[CH:18]=[C:13]3[CH2:12][CH2:11][CH2:10][C:9]=2[NH:8][CH:7]=1)=[O:5])[CH3:2].[CH2:26]([NH:28][CH2:29][CH3:30])[CH3:27].C([O-])([O-])=O.[K+].[K+]. Given the product [CH2:1]([O:3][C:4]([C:6]1[C:15]2[C:14]3=[N:16][N:17]([CH2:19][CH2:20][N:28]([CH2:29][CH3:30])[CH2:26][CH3:27])[CH:18]=[C:13]3[CH2:12][CH2:11][CH2:10][C:9]=2[NH:8][CH:7]=1)=[O:5])[CH3:2], predict the reactants needed to synthesize it. (3) Given the product [F:28][C:27]([F:30])([F:29])[S:24]([O:1][C:2]1[CH:3]=[C:4]2[C:9](=[CH:10][CH:11]=1)[C:8]([C:12]([O:14][CH3:15])=[O:13])=[CH:7][CH:6]=[CH:5]2)(=[O:26])=[O:25], predict the reactants needed to synthesize it. The reactants are: [OH:1][C:2]1[CH:3]=[C:4]2[C:9](=[CH:10][CH:11]=1)[C:8]([C:12]([O:14][CH3:15])=[O:13])=[CH:7][CH:6]=[CH:5]2.P([O-])([O-])([O-])=O.[K+].[K+].[K+].[S:24](O[S:24]([C:27]([F:30])([F:29])[F:28])(=[O:26])=[O:25])([C:27]([F:30])([F:29])[F:28])(=[O:26])=[O:25]. (4) Given the product [N+:5]([C:8]1[CH:13]=[CH:12][C:11]([NH:14][C:1](=[O:2])[CH3:3])=[CH:10][CH:9]=1)([O-:7])=[O:6], predict the reactants needed to synthesize it. The reactants are: [C:1](Cl)([CH3:3])=[O:2].[N+:5]([C:8]1[CH:13]=[CH:12][C:11]([NH2:14])=[CH:10][CH:9]=1)([O-:7])=[O:6]. (5) Given the product [CH:1]1([CH:7]([CH:9]2[CH2:14][CH2:13][CH:12]([O:15][CH2:16][O:17][CH3:18])[CH2:11][CH2:10]2)[OH:8])[CH2:6][CH2:5][CH2:4][CH2:3][CH2:2]1, predict the reactants needed to synthesize it. The reactants are: [CH:1]1([C:7]([CH:9]2[CH2:14][CH2:13][CH:12]([O:15][CH2:16][O:17][CH3:18])[CH2:11][CH2:10]2)=[O:8])[CH2:6][CH2:5][CH2:4][CH2:3][CH2:2]1.[BH4-].[Na+]. (6) Given the product [Cl:1][C:2]1[C:3]([N:12]2[CH2:17][CH2:16][N:15]([CH2:18][CH2:19][C:20]3[CH:25]=[CH:24][CH:23]=[CH:22][CH:21]=3)[CH2:14][CH2:13]2)=[C:4]2[N:9]=[C:32]([C:31]3[CH:34]=[CH:35][C:28]([N:27]([CH3:36])[CH3:26])=[CH:29][CH:30]=3)[NH:8][C:5]2=[N:6][CH:7]=1, predict the reactants needed to synthesize it. The reactants are: [Cl:1][C:2]1[C:3]([N:12]2[CH2:17][CH2:16][N:15]([CH2:18][CH2:19][C:20]3[CH:25]=[CH:24][CH:23]=[CH:22][CH:21]=3)[CH2:14][CH2:13]2)=[C:4]([N+:9]([O-])=O)[C:5]([NH2:8])=[N:6][CH:7]=1.[CH3:26][N:27]([CH3:36])[C:28]1[CH:35]=[CH:34][C:31]([CH:32]=O)=[CH:30][CH:29]=1.[O-]S(S([O-])=O)=O.[Na+].[Na+].